Dataset: Catalyst prediction with 721,799 reactions and 888 catalyst types from USPTO. Task: Predict which catalyst facilitates the given reaction. (1) Reactant: [C:1]([C:4]1[CH:5]=[CH:6][C:7]([C:10]([O:12]CC2C=CC=CC=2)=[O:11])=[N:8][CH:9]=1)([CH3:3])=[CH2:2]. Product: [C:1]([C:4]1[CH:5]=[CH:6][C:7]([C:10]([OH:12])=[O:11])=[N:8][CH:9]=1)([CH3:3])=[CH2:2]. The catalyst class is: 105. (2) Reactant: [Cl:1][C:2]1[CH:26]=[CH:25][C:5]([C:6]([NH:8][CH:9]([C:19]2[CH:24]=[CH:23][CH:22]=[CH:21][CH:20]=2)[CH2:10][NH:11]C(=O)OC(C)(C)C)=[O:7])=[CH:4][C:3]=1[NH:27][C:28]([C:30]1[C:39](=[O:40])[NH:38][C:33]2[N:34]=[CH:35][N:36]=[CH:37][C:32]=2[CH:31]=1)=[O:29].Cl.N1C2C=CC=NC=2C=NC=1. Product: [ClH:1].[NH2:11][CH2:10][CH:9]([NH:8][C:6]([C:5]1[CH:25]=[CH:26][C:2]([Cl:1])=[C:3]([NH:27][C:28]([C:30]2[C:39](=[O:40])[NH:38][C:33]3[N:34]=[CH:35][N:36]=[CH:37][C:32]=3[CH:31]=2)=[O:29])[CH:4]=1)=[O:7])[C:19]1[CH:20]=[CH:21][CH:22]=[CH:23][CH:24]=1. The catalyst class is: 12. (3) Reactant: [CH2:1]([O:8][C:9]1[CH:14]=[CH:13][C:12]([OH:15])=[CH:11][CH:10]=1)[C:2]1[CH:7]=[CH:6][CH:5]=[CH:4][CH:3]=1.[H-].[Na+].CC1C=CC(S(O[CH2:29][C@H:30]2[O:32][CH2:31]2)(=O)=O)=CC=1. Product: [CH2:1]([O:8][C:9]1[CH:10]=[CH:11][C:12]([O:15][CH2:29][C@@H:30]2[CH2:31][O:32]2)=[CH:13][CH:14]=1)[C:2]1[CH:3]=[CH:4][CH:5]=[CH:6][CH:7]=1. The catalyst class is: 9. (4) Reactant: [Cl:1][C:2]1[CH:3]=[N:4][C:5]([NH:8][CH2:9][C@H:10]2[C@@H:15]([CH3:16])[CH2:14][CH2:13][CH2:12][NH:11]2)=[N:6][CH:7]=1.C(NC(C)C)(C)C.[F:24][C:25]([F:37])([F:36])[O:26][C:27]1[CH:35]=[CH:34][CH:33]=[CH:32][C:28]=1[C:29](Cl)=[O:30]. Product: [Cl:1][C:2]1[CH:3]=[N:4][C:5]([NH:8][CH2:9][C@H:10]2[C@@H:15]([CH3:16])[CH2:14][CH2:13][CH2:12][N:11]2[C:29]([C:28]2[CH:32]=[CH:33][CH:34]=[CH:35][C:27]=2[O:26][C:25]([F:24])([F:36])[F:37])=[O:30])=[N:6][CH:7]=1. The catalyst class is: 2. (5) Reactant: [F:1][C:2]1[CH:3]=[CH:4][C:5]([C:15]2[CH:20]=[CH:19][CH:18]=[CH:17][N:16]=2)=[C:6]([NH:8][C:9](=[O:14])[C:10]([CH3:13])([CH3:12])[CH3:11])[CH:7]=1.C1C(=O)N([Br:28])C(=O)C1. Product: [Br:28][C:3]1[C:2]([F:1])=[CH:7][C:6]([NH:8][C:9](=[O:14])[C:10]([CH3:13])([CH3:11])[CH3:12])=[C:5]([C:15]2[CH:20]=[CH:19][CH:18]=[CH:17][N:16]=2)[CH:4]=1. The catalyst class is: 15. (6) Reactant: [F:1][C:2]1[CH:10]=[CH:9][C:5]([CH2:6][NH:7][CH3:8])=[C:4]([S:11][CH3:12])[CH:3]=1.C(N(C(C)C)CC)(C)C.[CH3:22][C:23]1([CH3:33])[O:27][C:26](=[CH:28][C:29](Cl)=[O:30])[C:25](=[O:32])[O:24]1. Product: [CH3:22][C:23]1([CH3:33])[O:27][C:26](=[CH:28][C:29]([N:7]([CH2:6][C:5]2[CH:9]=[CH:10][C:2]([F:1])=[CH:3][C:4]=2[S:11][CH3:12])[CH3:8])=[O:30])[C:25](=[O:32])[O:24]1. The catalyst class is: 2.